The task is: Predict the product of the given reaction.. This data is from Forward reaction prediction with 1.9M reactions from USPTO patents (1976-2016). (1) Given the reactants Br[C:2]1[CH:3]=[C:4]2[C:9](=[CH:10][CH:11]=1)[CH2:8][N:7]([S:12]([CH3:15])(=[O:14])=[O:13])[CH2:6][CH2:5]2.[OH:16][C:17]1[CH:18]=[C:19](B(O)O)[CH:20]=[CH:21][CH:22]=1.CCO.C([O-])([O-])=O.[Cs+].[Cs+], predict the reaction product. The product is: [CH3:15][S:12]([N:7]1[CH2:6][CH2:5][C:4]2[C:9](=[CH:10][CH:11]=[C:2]([C:21]3[CH:22]=[C:17]([OH:16])[CH:18]=[CH:19][CH:20]=3)[CH:3]=2)[CH2:8]1)(=[O:14])=[O:13]. (2) The product is: [CH2:9]1[C:10]2[C:6](=[CH:5][C:4]([CH:1]([NH:22][CH2:21][CH2:20][O:19][C:14]3[CH:15]=[CH:16][CH:17]=[CH:18][N:13]=3)[CH3:2])=[CH:12][CH:11]=2)[CH2:7][CH2:8]1. Given the reactants [C:1]([C:4]1[CH:5]=[C:6]2[C:10](=[CH:11][CH:12]=1)[CH2:9][CH2:8][CH2:7]2)(=O)[CH3:2].[N:13]1[CH:18]=[CH:17][CH:16]=[CH:15][C:14]=1[O:19][CH2:20][CH2:21][NH2:22], predict the reaction product. (3) Given the reactants [C:1]([O:9][C@@H:10]1[C@@H:17]([O:18][C:19](=[O:26])[C:20]2[CH:25]=[CH:24][CH:23]=[CH:22][CH:21]=2)[C@:16]([CH3:28])([OH:27])[C@@H:15]([CH2:29][O:30][C:31](=[O:38])[C:32]2[CH:37]=[CH:36][CH:35]=[CH:34][CH:33]=2)[O:14][C@@H:11]1[O:12][CH3:13])(=[O:8])[C:2]1[CH:7]=[CH:6][CH:5]=[CH:4][CH:3]=1.[C:39](OC(=O)C)(=[O:41])[CH3:40], predict the reaction product. The product is: [C:39]([O:27][C@:16]1([CH3:28])[C@@H:15]([CH2:29][O:30][C:31](=[O:38])[C:32]2[CH:37]=[CH:36][CH:35]=[CH:34][CH:33]=2)[O:14][C@H:11]([O:12][CH3:13])[C@H:10]([O:9][C:1](=[O:8])[C:2]2[CH:3]=[CH:4][CH:5]=[CH:6][CH:7]=2)[C@H:17]1[O:18][C:19](=[O:26])[C:20]1[CH:25]=[CH:24][CH:23]=[CH:22][CH:21]=1)(=[O:41])[CH3:40]. (4) Given the reactants [OH:1][C:2]1[CH:3]=[C:4]2[C:9](=[CH:10][CH:11]=1)[CH:8]=[C:7]([CH:12]=[O:13])[CH:6]=[CH:5]2.CC1C=CC(S([O-])(=O)=O)=CC=1.C1C=C[NH+]=CC=1.[CH:31]([O:33][CH2:34][CH3:35])=[CH2:32], predict the reaction product. The product is: [CH2:31]([O:33][CH:34]([O:1][C:2]1[CH:3]=[C:4]2[C:9](=[CH:10][CH:11]=1)[CH:8]=[C:7]([CH:12]=[O:13])[CH:6]=[CH:5]2)[CH3:35])[CH3:32].